From a dataset of Ames mutagenicity test results for genotoxicity prediction. Regression/Classification. Given a drug SMILES string, predict its toxicity properties. Task type varies by dataset: regression for continuous values (e.g., LD50, hERG inhibition percentage) or binary classification for toxic/non-toxic outcomes (e.g., AMES mutagenicity, cardiotoxicity, hepatotoxicity). Dataset: ames. (1) The compound is Cn1cnc2c3cccnc3ccc21. The result is 1 (mutagenic). (2) The molecule is O=[N+]([O-])c1ccc2ccc3c4ccccc4[n+]([O-])c4ccc1c2c34. The result is 1 (mutagenic). (3) The molecule is C=CC(=O)O. The result is 0 (non-mutagenic). (4) The molecule is O=C1CN(/N=C/c2ccc([N+](=O)[O-])o2)C(=O)N1. The result is 1 (mutagenic).